From a dataset of Full USPTO retrosynthesis dataset with 1.9M reactions from patents (1976-2016). Predict the reactants needed to synthesize the given product. (1) Given the product [CH3:8][CH:7]([O:6][C:4]([C:3]1[C:2]([N:17]2[CH2:16][CH2:15][N:14]([C:20]([O:22][C:23]([CH3:26])([CH3:25])[CH3:24])=[O:21])[CH2:19][CH2:18]2)=[N:13][CH:12]=[CH:11][CH:10]=1)=[O:5])[CH3:9], predict the reactants needed to synthesize it. The reactants are: Cl[C:2]1[N:13]=[CH:12][CH:11]=[CH:10][C:3]=1[C:4]([O:6][CH:7]([CH3:9])[CH3:8])=[O:5].[N:14]1([C:20]([O:22][C:23]([CH3:26])([CH3:25])[CH3:24])=[O:21])[CH2:19][CH2:18][NH:17][CH2:16][CH2:15]1.C(N(CC)CC)C. (2) Given the product [F:33][C:32]1[CH:31]=[C:8]([O:9][CH2:10][CH2:11][C@@H:12]2[CH2:14][C@@H:13]2[CH:15]2[CH2:16][CH2:17][NH:18][CH2:19][CH2:20]2)[C:7]([F:34])=[CH:6][C:5]=1[CH2:4][C:3]([N:2]([CH3:36])[CH3:1])=[O:35], predict the reactants needed to synthesize it. The reactants are: [CH3:1][N:2]([CH3:36])[C:3](=[O:35])[CH2:4][C:5]1[C:32]([F:33])=[CH:31][C:8]([O:9][CH2:10][CH2:11][C@@H:12]2[CH2:14][C@@H:13]2[CH:15]2[CH2:20][CH2:19][N:18](C(OCC3C=CC=CC=3)=O)[CH2:17][CH2:16]2)=[C:7]([F:34])[CH:6]=1. (3) Given the product [NH2:3][C:4]1[CH:9]=[CH:8][C:7]([CH2:10][CH2:11][C:12]2[CH:17]=[CH:16][C:15]([O:18][CH3:19])=[CH:14][CH:13]=2)=[C:6]([NH2:20])[CH:5]=1, predict the reactants needed to synthesize it. The reactants are: Cl.Cl.[NH2:3][C:4]1[CH:9]=[CH:8][C:7]([CH2:10][CH2:11][C:12]2[CH:17]=[CH:16][C:15]([O:18][CH3:19])=[CH:14][CH:13]=2)=[C:6]([NH2:20])[CH:5]=1.C(=O)([O-])[O-].[Na+].[Na+]. (4) Given the product [C:28]([Si:25]([CH3:27])([CH3:26])[O:18][C:16]([CH3:19])([CH3:17])[CH2:15][O:14][C:4]1[N:5]=[C:6]([N:8]2[CH2:13][CH2:12][O:11][CH2:10][CH2:9]2)[N:7]=[C:2]([NH2:1])[CH:3]=1)([CH3:31])([CH3:30])[CH3:29], predict the reactants needed to synthesize it. The reactants are: [NH2:1][C:2]1[N:7]=[C:6]([N:8]2[CH2:13][CH2:12][O:11][CH2:10][CH2:9]2)[N:5]=[C:4]([O:14][CH2:15][C:16]([CH3:19])([OH:18])[CH3:17])[CH:3]=1.N1C=CN=C1.[Si:25](Cl)([C:28]([CH3:31])([CH3:30])[CH3:29])([CH3:27])[CH3:26].C(OCC)(=O)C.